From a dataset of Full USPTO retrosynthesis dataset with 1.9M reactions from patents (1976-2016). Predict the reactants needed to synthesize the given product. Given the product [C:1]([O:5][C:6](=[O:7])[N:8]([C@H:9]1[CH2:10][CH2:11][C@H:12]([CH2:15][CH2:16][CH2:17][CH2:18][C:19](=[O:21])[N:25]([CH2:26][CH3:27])[CH2:23][CH3:24])[CH2:13][CH2:14]1)[CH3:22])([CH3:2])([CH3:3])[CH3:4], predict the reactants needed to synthesize it. The reactants are: [C:1]([O:5][C:6]([N:8]([CH3:22])[C@H:9]1[CH2:14][CH2:13][C@H:12]([CH2:15][CH2:16][CH2:17][CH2:18][C:19]([OH:21])=O)[CH2:11][CH2:10]1)=[O:7])([CH3:4])([CH3:3])[CH3:2].[CH2:23]([NH:25][CH2:26][CH3:27])[CH3:24].CN1CCOCC1.CCN=C=NCCCN(C)C.C1C=CC2N(O)N=NC=2C=1.